This data is from HIV replication inhibition screening data with 41,000+ compounds from the AIDS Antiviral Screen. The task is: Binary Classification. Given a drug SMILES string, predict its activity (active/inactive) in a high-throughput screening assay against a specified biological target. (1) The drug is Brc1csnn1. The result is 0 (inactive). (2) The molecule is Cc1cc(C)c(NS(=O)c2cccc(C(F)(F)F)c2)c(C)c1. The result is 0 (inactive). (3) The molecule is N#CNC1=NC(C(=O)O)CC(=O)N1CCc1c[nH]c2ccccc12. The result is 0 (inactive). (4) The molecule is Cc1cc(-c2ccc(N=Nc3cc(S(=O)(=O)O)c4ccccc4c3N)c(C)c2)ccc1N=Nc1cc(S(=O)(=O)O)c2ccccc2c1N. The result is 1 (active). (5) The compound is CCC(C)C(NC(=O)C(CCCNC(=N)N)NC(=O)C(CC(=O)O)NC(=O)C(Cc1c[nH]cn1)NC(=O)C(N)CC(C)C)C(=O)NC(C(=O)NC(CC(C)C)C(=O)NCC(=O)NC(CC(=O)O)C(=O)O)C(C)CC. The result is 0 (inactive).